This data is from Full USPTO retrosynthesis dataset with 1.9M reactions from patents (1976-2016). The task is: Predict the reactants needed to synthesize the given product. (1) Given the product [OH:13][C:12]([C:24]1[N:28]([CH3:29])[CH:27]=[N:26][CH:25]=1)([C:14]1[CH:15]=[N:16][C:17]([C:20]([F:22])([F:21])[F:23])=[CH:18][CH:19]=1)[C:9]1[CH:10]=[C:11]2[C:6](=[CH:7][CH:8]=1)[N:5]=[C:4]([C:30]([F:31])([F:32])[F:33])[C:3]([C:34]1[CH:35]=[CH:36][CH:37]=[CH:38][CH:39]=1)=[C:2]2[C:81]#[N:82].[C:40]([OH:46])([C:42]([F:45])([F:44])[F:43])=[O:41], predict the reactants needed to synthesize it. The reactants are: Cl[C:2]1[C:11]2[C:6](=[CH:7][CH:8]=[C:9]([C:12]([C:24]3[N:28]([CH3:29])[CH:27]=[N:26][CH:25]=3)([C:14]3[CH:15]=[N:16][C:17]([C:20]([F:23])([F:22])[F:21])=[CH:18][CH:19]=3)[OH:13])[CH:10]=2)[N:5]=[C:4]([C:30]([F:33])([F:32])[F:31])[C:3]=1[C:34]1[CH:39]=[CH:38][CH:37]=[CH:36][CH:35]=1.[C:40]([OH:46])([C:42]([F:45])([F:44])[F:43])=[O:41].C1(P(C2CCCCC2)C2C=CC=CC=2C2C(C(C)C)=CC(C(C)C)=CC=2C(C)C)CCCCC1.[CH3:81][N:82](C)C(=O)C. (2) Given the product [NH2:24][C:25]1[N:30]([CH3:31])[C:29](=[O:32])[C:28]([CH3:33])([CH3:34])[C@:27]([C:36]2[CH:41]=[C:40]([NH:44][C:45]3[CH:52]=[CH:51][C:48]([C:49]#[N:50])=[C:47]([CH3:53])[CH:46]=3)[CH:39]=[CH:38][C:37]=2[F:43])([CH3:35])[N:26]=1, predict the reactants needed to synthesize it. The reactants are: COC1C=CC(C([NH:24][C:25]2[N:30]([CH3:31])[C:29](=[O:32])[C:28]([CH3:34])([CH3:33])[C@:27]([C:36]3[CH:41]=[C:40](Br)[CH:39]=[CH:38][C:37]=3[F:43])([CH3:35])[N:26]=2)(C2C=CC(OC)=CC=2)C2C=CC=CC=2)=CC=1.[NH2:44][C:45]1[CH:52]=[CH:51][C:48]([C:49]#[N:50])=[C:47]([CH3:53])[CH:46]=1. (3) Given the product [F:12][C:13]([F:24])([F:23])[C:14]1[CH:19]=[C:18]([C:2]2[S:6][C:5]([C:7]([O:9][CH2:10][CH3:11])=[O:8])=[CH:4][CH:3]=2)[CH:17]=[CH:16][CH:15]=1, predict the reactants needed to synthesize it. The reactants are: Br[C:2]1[S:6][C:5]([C:7]([O:9][CH2:10][CH3:11])=[O:8])=[CH:4][CH:3]=1.[F:12][C:13]([F:24])([F:23])[C:14]1[CH:15]=[C:16](B(O)O)[CH:17]=[CH:18][CH:19]=1.C(=O)([O-])[O-].[Na+].[Na+].O. (4) Given the product [CH3:3][O:4][C:5]1[CH:10]=[C:9]([C:11]2[N:12]([CH3:18])[C:13]([N:16]([CH2:24][C:25]3[N:29]=[C:28]([C:30]4[CH:31]=[C:32]([CH:33]=[CH:34][CH:35]=4)[C:36]#[N:37])[O:27][N:26]=3)[CH3:17])=[N:14][N:15]=2)[CH:8]=[CH:7][N:6]=1, predict the reactants needed to synthesize it. The reactants are: [H-].[Na+].[CH3:3][O:4][C:5]1[CH:10]=[C:9]([C:11]2[N:12]([CH3:18])[C:13]([NH:16][CH3:17])=[N:14][N:15]=2)[CH:8]=[CH:7][N:6]=1.CS(O[CH2:24][C:25]1[N:29]=[C:28]([C:30]2[CH:35]=[CH:34][CH:33]=[C:32]([C:36]#[N:37])[CH:31]=2)[O:27][N:26]=1)(=O)=O. (5) Given the product [Br:1][C:2]1[CH:3]=[N:4][C:5]2[N:6]([N:8]=[C:9]([C:11]([N:16]3[CH2:17][CH2:18][C:19]4[C:24](=[CH:23][CH:22]=[CH:21][CH:20]=4)[C@H:15]3[CH3:14])=[O:13])[CH:10]=2)[CH:7]=1, predict the reactants needed to synthesize it. The reactants are: [Br:1][C:2]1[CH:3]=[N:4][C:5]2[N:6]([N:8]=[C:9]([C:11]([OH:13])=O)[CH:10]=2)[CH:7]=1.[CH3:14][C@@H:15]1[C:24]2[C:19](=[CH:20][CH:21]=[CH:22][CH:23]=2)[CH2:18][CH2:17][NH:16]1.